From a dataset of HIV replication inhibition screening data with 41,000+ compounds from the AIDS Antiviral Screen. Binary Classification. Given a drug SMILES string, predict its activity (active/inactive) in a high-throughput screening assay against a specified biological target. (1) The molecule is CC(C)C1CC(CO)(CNc2cc(Cl)nc(N)n2)C1. The result is 0 (inactive). (2) The compound is O=c1[nH]nc(Cc2ccccc2)[nH]1. The result is 0 (inactive).